Dataset: Catalyst prediction with 721,799 reactions and 888 catalyst types from USPTO. Task: Predict which catalyst facilitates the given reaction. Reactant: [Br:1][C:2]1[CH:7]=[CH:6][C:5](I)=[CH:4][CH:3]=1.CC[Mg+].[Br-].C(OCC)C.[CH:18]([CH:20]1[CH2:25][CH2:24][N:23]([C:26]([O:28][CH2:29][C:30]2[CH:35]=[CH:34][CH:33]=[CH:32][CH:31]=2)=[O:27])[CH2:22][CH2:21]1)=[O:19]. Product: [CH2:29]([O:28][C:26]([N:23]1[CH2:24][CH2:25][CH:20]([CH:18]([C:5]2[CH:6]=[CH:7][C:2]([Br:1])=[CH:3][CH:4]=2)[OH:19])[CH2:21][CH2:22]1)=[O:27])[C:30]1[CH:35]=[CH:34][CH:33]=[CH:32][CH:31]=1. The catalyst class is: 1.